Dataset: Forward reaction prediction with 1.9M reactions from USPTO patents (1976-2016). Task: Predict the product of the given reaction. (1) The product is: [CH3:23][C:24]1[S:28][C:27]([C:20]2[S:21][C:8]3[CH:7]=[C:6]([C:4]([OH:3])=[O:5])[N:10]([CH2:11][C:12]4[CH:13]=[CH:14][C:15]([C:20]5[S:21][C:8]([CH3:7])=[CH:9][CH:19]=5)=[CH:16][CH:17]=4)[C:9]=3[CH:19]=2)=[CH:26][CH:25]=1. Given the reactants C([O:3][C:4]([C:6]1[N:10]([CH2:11][C:12]2[CH:17]=[CH:16][C:15](Br)=[CH:14][CH:13]=2)[C:9]2[CH:19]=[C:20](Br)[S:21][C:8]=2[CH:7]=1)=[O:5])C.[CH3:23][C:24]1[S:28][C:27]([Sn](C)(C)C)=[CH:26][CH:25]=1, predict the reaction product. (2) Given the reactants [O:1]1[CH2:3][CH:2]1[CH2:4][NH:5][C:6](=[O:12])[O:7][C:8]([CH3:11])([CH3:10])[CH3:9].[N-]=[N+]=[N-].[Na+].[N:17]1[CH:22]=[CH:21][CH:20]=[CH:19][C:18]=1[S:23](Cl)(=[O:25])=[O:24].C([N:30](CC)C(C)C)(C)C, predict the reaction product. The product is: [OH:1][CH:2]([CH2:3][NH:30][S:23]([C:18]1[CH:19]=[CH:20][CH:21]=[CH:22][N:17]=1)(=[O:25])=[O:24])[CH2:4][NH:5][C:6](=[O:12])[O:7][C:8]([CH3:11])([CH3:10])[CH3:9]. (3) The product is: [O:37]1[CH:38]=[N:39][C:35]([C:32]2[CH:33]=[CH:34][C:29]([CH2:28][N:11]([C@@H:12]3[CH2:18][CH2:17][CH2:16][CH2:15][CH2:14][C@@H:13]3[CH2:19][OH:20])[S:8]([C:5]3[CH:6]=[CH:7][C:2]([Cl:1])=[CH:3][CH:4]=3)(=[O:9])=[O:10])=[CH:30][CH:31]=2)=[N:36]1. Given the reactants [Cl:1][C:2]1[CH:7]=[CH:6][C:5]([S:8]([NH:11][C@@H:12]2[CH2:18][CH2:17][CH2:16][CH2:15][CH2:14][C@@H:13]2[CH2:19][OH:20])(=[O:10])=[O:9])=[CH:4][CH:3]=1.C(=O)([O-])[O-].[Cs+].[Cs+].Br[CH2:28][C:29]1[CH:34]=[CH:33][C:32]([C:35]2[N:39]=[CH:38][O:37][N:36]=2)=[CH:31][CH:30]=1.ClC1C=CC(S(N(CC2C=CC(C#N)=CC=2)[C@@H]2CCCCC[C@H]2CO)(=O)=O)=CC=1, predict the reaction product. (4) The product is: [C:1]([NH:4][C:5]1[CH:13]=[CH:12][CH:11]=[C:10]2[C:6]=1[C:7](=[O:33])[N:8]([CH:15]([C:20]1[CH:25]=[CH:24][C:23]([O:26][CH:27]([F:28])[F:29])=[C:22]([O:30][CH2:31][CH3:32])[CH:21]=1)[CH2:16][C:17]([NH:47][OH:48])=[O:18])[C:9]2=[O:14])(=[O:3])[CH3:2]. Given the reactants [C:1]([NH:4][C:5]1[CH:13]=[CH:12][CH:11]=[C:10]2[C:6]=1[C:7](=[O:33])[N:8]([CH:15]([C:20]1[CH:25]=[CH:24][C:23]([O:26][CH:27]([F:29])[F:28])=[C:22]([O:30][CH2:31][CH3:32])[CH:21]=1)[CH2:16][C:17](O)=[O:18])[C:9]2=[O:14])(=[O:3])[CH3:2].C1N=CN(C(N2C=NC=C2)=O)C=1.Cl.[NH2:47][OH:48], predict the reaction product. (5) Given the reactants ClC1C([C@@H]([N:14]2[C:22](=[O:23])[C:21]3[C:16](=[CH:17][CH:18]=[CH:19][CH:20]=3)[C:15]2=[O:24])C)=CC2C(=C(Cl)C=CC=2)N=1.C([Sn](CCCC)(CCCC)C1SC=NC=1)CCC.O1CCOCC1, predict the reaction product. The product is: [C:15]1(=[O:24])[C:16]2[C:21](=[CH:20][CH:19]=[CH:18][CH:17]=2)[C:22](=[O:23])[NH:14]1. (6) Given the reactants CC(C[AlH]CC(C)C)C.[N:10]1[CH:15]=[CH:14][CH:13]=[N:12][C:11]=1[C:16]1[CH:21]=[CH:20][C:19](/[CH:22]=[CH:23]/[CH:24]=[O:25])=[CH:18][CH:17]=1.CO.C(O)(=O)CC(CC(O)=O)(C(O)=O)O, predict the reaction product. The product is: [N:10]1[CH:15]=[CH:14][CH:13]=[N:12][C:11]=1[C:16]1[CH:21]=[CH:20][C:19](/[CH:22]=[CH:23]/[CH2:24][OH:25])=[CH:18][CH:17]=1.